This data is from Full USPTO retrosynthesis dataset with 1.9M reactions from patents (1976-2016). The task is: Predict the reactants needed to synthesize the given product. (1) Given the product [Cl:24][C:6]1[C:7]2[N:8]([CH:21]=[N:22][CH:23]=2)[C:9]([N:10]2[CH2:11][CH2:12][N:13]([C:16](=[O:20])[CH2:17][C:18]#[N:19])[CH2:14][CH2:15]2)=[C:4]([CH:2]([NH:1][C:26]2[N:34]=[CH:33][N:32]=[C:31]3[C:27]=2[N:28]=[CH:29][NH:30]3)[CH3:3])[CH:5]=1, predict the reactants needed to synthesize it. The reactants are: [NH2:1][CH:2]([C:4]1[CH:5]=[C:6]([Cl:24])[C:7]2[N:8]([CH:21]=[N:22][CH:23]=2)[C:9]=1[N:10]1[CH2:15][CH2:14][N:13]([C:16](=[O:20])[CH2:17][C:18]#[N:19])[CH2:12][CH2:11]1)[CH3:3].Br[C:26]1[N:34]=[CH:33][N:32]=[C:31]2[C:27]=1[N:28]=[CH:29][N:30]2C1CCCCO1.C(N(CC)C(C)C)(C)C.Cl.O1CCOCC1. (2) The reactants are: [CH:1]1([S:4]([C:7]2[CH:12]=[CH:11][C:10]([CH:13]([O:30][C:31]3[CH:36]=[CH:35][C:34]([F:37])=[CH:33][C:32]=3[F:38])[C:14]([NH:16][C:17]3[N:22]=[CH:21][C:20]([C:23]([O:25]C(C)(C)C)=[O:24])=[CH:19][CH:18]=3)=[O:15])=[CH:9][CH:8]=2)(=[O:6])=[O:5])[CH2:3][CH2:2]1.C(O)(C(F)(F)F)=O. Given the product [CH:1]1([S:4]([C:7]2[CH:8]=[CH:9][C:10]([CH:13]([O:30][C:31]3[CH:36]=[CH:35][C:34]([F:37])=[CH:33][C:32]=3[F:38])[C:14]([NH:16][C:17]3[N:22]=[CH:21][C:20]([C:23]([OH:25])=[O:24])=[CH:19][CH:18]=3)=[O:15])=[CH:11][CH:12]=2)(=[O:6])=[O:5])[CH2:2][CH2:3]1, predict the reactants needed to synthesize it. (3) Given the product [C:1]([O:5][C:6]([N:8]1[CH2:27][CH2:26][C:11]2([C:15](=[O:16])[N:14]([CH2:17][C:18]3[CH:19]=[CH:20][C:21]([S:30]([CH3:36])(=[O:32])=[O:29])=[CH:22][CH:23]=3)[CH2:13][CH2:12]2)[CH2:10][CH2:9]1)=[O:7])([CH3:3])([CH3:2])[CH3:4], predict the reactants needed to synthesize it. The reactants are: [C:1]([O:5][C:6]([N:8]1[CH2:27][CH2:26][C:11]2([C:15](=[O:16])[N:14]([CH2:17][C:18]3[CH:23]=[CH:22][C:21](SC)=[CH:20][CH:19]=3)[CH2:13][CH2:12]2)[CH2:10][CH2:9]1)=[O:7])([CH3:4])([CH3:3])[CH3:2].O[O:29][S:30]([O-:32])=O.[K+].[OH-].[Na+].[CH2:36]1COCC1. (4) Given the product [Si:57]([O:56][C@H:55]([C:64]1[CH:73]=[CH:72][C:71]([OH:74])=[C:70]2[C:65]=1[CH:66]=[CH:67][C:68](=[O:82])[NH:69]2)[CH2:54][NH:8][CH2:9][CH2:10][C:11]1[CH:12]=[CH:13][C:14]([NH:17][C:18]([C:20]2[CH:21]=[C:22]([CH2:26][NH:27][C:28]([CH2:30][CH2:31][N:32]3[CH2:37][CH2:36][CH:35]([O:38][C:39](=[O:53])[NH:40][C:41]4[CH:46]=[CH:45][CH:44]=[CH:43][C:42]=4[C:47]4[CH:52]=[CH:51][CH:50]=[CH:49][CH:48]=4)[CH2:34][CH2:33]3)=[O:29])[CH:23]=[CH:24][CH:25]=2)=[O:19])=[CH:15][CH:16]=1)([C:60]([CH3:63])([CH3:61])[CH3:62])([CH3:59])[CH3:58], predict the reactants needed to synthesize it. The reactants are: C([N:8]([CH2:54][C@@H:55]([C:64]1[CH:73]=[CH:72][C:71]([O:74]CC2C=CC=CC=2)=[C:70]2[C:65]=1[CH:66]=[CH:67][C:68](=[O:82])[NH:69]2)[O:56][Si:57]([C:60]([CH3:63])([CH3:62])[CH3:61])([CH3:59])[CH3:58])[CH2:9][CH2:10][C:11]1[CH:16]=[CH:15][C:14]([NH:17][C:18]([C:20]2[CH:21]=[C:22]([CH2:26][NH:27][C:28]([CH2:30][CH2:31][N:32]3[CH2:37][CH2:36][CH:35]([O:38][C:39](=[O:53])[NH:40][C:41]4[CH:46]=[CH:45][CH:44]=[CH:43][C:42]=4[C:47]4[CH:52]=[CH:51][CH:50]=[CH:49][CH:48]=4)[CH2:34][CH2:33]3)=[O:29])[CH:23]=[CH:24][CH:25]=2)=[O:19])=[CH:13][CH:12]=1)C1C=CC=CC=1. (5) Given the product [Cl:1][C:2]1[CH:3]=[CH:4][C:5]2[C:11]3[N:34]=[C:33]([NH:32][C:28]4[CH:29]=[CH:30][CH:31]=[C:26]([CH2:25][CH2:24][OH:23])[CH:27]=4)[N:35]=[CH:13][C:10]=3[CH2:9][C:8](=[O:17])[NH:7][C:6]=2[CH:18]=1, predict the reactants needed to synthesize it. The reactants are: [Cl:1][C:2]1[CH:3]=[CH:4][C:5]2[C:11](=O)[C:10](=[CH:13]N(C)C)[CH2:9][C:8](=[O:17])[NH:7][C:6]=2[CH:18]=1.[N+]([O-])(O)=O.[OH:23][CH2:24][CH2:25][C:26]1[CH:27]=[C:28]([NH:32][C:33]([NH2:35])=[NH:34])[CH:29]=[CH:30][CH:31]=1. (6) Given the product [Cl:1][C:2]1[CH:16]=[CH:15][C:5]2[CH:6]([CH2:9][CH2:10][OH:11])[O:7][CH2:8][C:4]=2[CH:3]=1, predict the reactants needed to synthesize it. The reactants are: [Cl:1][C:2]1[CH:16]=[CH:15][C:5]2[CH:6]([CH2:9][C:10](OCC)=[O:11])[O:7][CH2:8][C:4]=2[CH:3]=1.[H-].C([Al+]CC(C)C)C(C)C.[BH4-].[Na+]. (7) Given the product [CH2:3]([C:5]1[O:9][N:8]=[C:7]([C:10]([OH:12])=[O:11])[CH:6]=1)[CH3:4], predict the reactants needed to synthesize it. The reactants are: [OH-].[Na+].[CH2:3]([C:5]1[O:9][N:8]=[C:7]([C:10]([O:12]CC)=[O:11])[CH:6]=1)[CH3:4]. (8) The reactants are: O1[C:5]2([CH2:10][CH2:9][N:8]([C:11]3[CH:16]=[CH:15][C:14](/[CH:17]=[CH:18]/[C:19]([OH:21])=[O:20])=[CH:13][CH:12]=3)[CH2:7][CH2:6]2)OCC1.[NH2:22][CH2:23][C@@H:24]([C:26]1[CH:27]=[CH:28][C:29]([OH:37])=[C:30]([NH:32][S:33]([CH3:36])(=[O:35])=[O:34])[CH:31]=1)[OH:25].C(O)(=O)C. Given the product [OH:25][C@H:24]([C:26]1[CH:27]=[CH:28][C:29]([OH:37])=[C:30]([NH:32][S:33]([CH3:36])(=[O:35])=[O:34])[CH:31]=1)[CH2:23][NH:22][CH:5]1[CH2:6][CH2:7][N:8]([C:11]2[CH:12]=[CH:13][C:14]([CH2:17][CH2:18][C:19]([OH:21])=[O:20])=[CH:15][CH:16]=2)[CH2:9][CH2:10]1, predict the reactants needed to synthesize it. (9) Given the product [C:1]([O:5][C:6]([N:8]1[CH2:13][CH2:12][CH:11]([C:14]2[CH:15]=[N:16][C:17]([NH2:22])=[C:18]([C:20]#[N:21])[CH:19]=2)[CH2:10][CH2:9]1)=[O:7])([CH3:4])([CH3:2])[CH3:3], predict the reactants needed to synthesize it. The reactants are: [C:1]([O:5][C:6]([N:8]1[CH2:13][CH:12]=[C:11]([C:14]2[CH:15]=[N:16][C:17]([NH2:22])=[C:18]([C:20]#[N:21])[CH:19]=2)[CH2:10][CH2:9]1)=[O:7])([CH3:4])([CH3:3])[CH3:2].